Task: Binary Classification. Given a drug SMILES string, predict its activity (active/inactive) in a high-throughput screening assay against a specified biological target.. Dataset: Cav3 T-type calcium channel HTS with 100,875 compounds (1) The result is 0 (inactive). The compound is Brc1c(Cl)cc(NC(=O)c2occc2)cc1. (2) The compound is S(=O)(=O)(NCCCN1CCN(CC1)Cc1ccccc1)c1c(onc1C)C. The result is 0 (inactive). (3) The compound is Clc1c(C2=NOC(C2)C(=O)NCC2OCCC2)cccc1. The result is 0 (inactive).